From a dataset of Forward reaction prediction with 1.9M reactions from USPTO patents (1976-2016). Predict the product of the given reaction. (1) Given the reactants [NH2:1][C:2]1[C:3]([NH:9][C:10](=O)[CH2:11][C:12]2[CH:17]=[CH:16][CH:15]=[CH:14][CH:13]=2)=[N:4][CH:5]=[C:6]([Br:8])[CH:7]=1.CC(O)=O, predict the reaction product. The product is: [CH2:11]([C:10]1[NH:9][C:3]2=[N:4][CH:5]=[C:6]([Br:8])[CH:7]=[C:2]2[N:1]=1)[C:12]1[CH:17]=[CH:16][CH:15]=[CH:14][CH:13]=1. (2) Given the reactants Cl[C:2]1[C:11]2[C:6](=[CH:7][CH:8]=[C:9]([CH3:12])[CH:10]=2)[N:5]=[C:4]([N:13]2[CH2:19][C:18]3[CH:20]=[CH:21][CH:22]=[CH:23][C:17]=3[S:16](=[O:25])(=[O:24])[CH2:15][CH2:14]2)[CH:3]=1.[CH3:26][NH:27][CH2:28][CH2:29][NH2:30], predict the reaction product. The product is: [O:24]=[S:16]1(=[O:25])[C:17]2[CH:23]=[CH:22][CH:21]=[CH:20][C:18]=2[CH2:19][N:13]([C:4]2[CH:3]=[C:2]([NH:30][CH2:29][CH2:28][NH:27][CH3:26])[C:11]3[C:6](=[CH:7][CH:8]=[C:9]([CH3:12])[CH:10]=3)[N:5]=2)[CH2:14][CH2:15]1. (3) Given the reactants [Br:1][C:2]1[CH:3]=[C:4]([C:8](=[O:10])[CH3:9])[CH:5]=[CH:6][CH:7]=1.[CH3:11][Mg]I.C(OCC)C.C(OCC)C.Cl, predict the reaction product. The product is: [Br:1][C:2]1[CH:3]=[C:4]([C:8]([OH:10])([CH3:11])[CH3:9])[CH:5]=[CH:6][CH:7]=1. (4) Given the reactants [C:1](#[N:5])[CH2:2][C:3]#[N:4].[H-].[Na+].Br[C:9]([C:15]1[CH:20]=[CH:19][CH:18]=[CH:17][N:16]=1)([CH3:14])[C:10]([O:12][CH3:13])=[O:11].C(=O)=O.CO.CC#N, predict the reaction product. The product is: [C:3]([CH:2]([C:1]#[N:5])[C:9]([CH3:14])([C:15]1[CH:20]=[CH:19][CH:18]=[CH:17][N:16]=1)[C:10]([O:12][CH3:13])=[O:11])#[N:4]. (5) Given the reactants [CH2:1]([CH:4]1[CH2:7][C:6](=O)[CH2:5]1)[CH2:2][CH3:3].[C:9]1([OH:15])[CH:14]=[CH:13][CH:12]=[CH:11][CH:10]=1.S(=O)(=O)(O)O, predict the reaction product. The product is: [OH:15][C:9]1[CH:10]=[CH:11][C:1]([C:4]2([C:12]3[CH:13]=[CH:14][C:9]([OH:15])=[CH:10][CH:11]=3)[CH2:7][CH:6]([CH2:12][CH2:13][CH3:14])[CH2:5]2)=[CH:2][CH:3]=1. (6) The product is: [Cl:1][C:2]1[N:7]=[C:6]([NH:8][C:9](=[O:15])[O:10][C:11]([CH3:12])([CH3:14])[CH3:13])[C:5]([C:23](=[O:24])[C:22]([F:27])([F:26])[F:21])=[CH:4][CH:3]=1. Given the reactants [Cl:1][C:2]1[N:7]=[C:6]([NH:8][C:9](=[O:15])[O:10][C:11]([CH3:14])([CH3:13])[CH3:12])[CH:5]=[CH:4][CH:3]=1.C([Li])CCC.[F:21][C:22]([F:27])([F:26])[C:23](O)=[O:24].ClC1C=C(Cl)C=CC=1C1NC(=O)C2N(N=C(CN3CCOCC3)C=2)C=1.[Cl-].[NH4+], predict the reaction product.